From a dataset of Full USPTO retrosynthesis dataset with 1.9M reactions from patents (1976-2016). Predict the reactants needed to synthesize the given product. (1) Given the product [CH2:1]([O:3][C:4](=[O:17])[CH2:5][C:6]1[C:7]([CH3:16])=[C:8]([S:31][C:28]2[CH:29]=[CH:30][C:25]([C:23]([N:18]3[CH2:19][CH2:20][CH2:21][CH2:22]3)=[O:24])=[CH:26][CH:27]=2)[N:9]2[C:14]=1[CH:13]=[CH:12][C:11]([F:15])=[CH:10]2)[CH3:2], predict the reactants needed to synthesize it. The reactants are: [CH2:1]([O:3][C:4](=[O:17])[CH2:5][C:6]1[C:7]([CH3:16])=[CH:8][N:9]2[C:14]=1[CH:13]=[CH:12][C:11]([F:15])=[CH:10]2)[CH3:2].[N:18]1([C:23]([C:25]2[CH:30]=[CH:29][C:28]([S:31][S:31][C:28]3[CH:29]=[CH:30][C:25]([C:23]([N:18]4[CH2:19][CH2:20][CH2:21][CH2:22]4)=[O:24])=[CH:26][CH:27]=3)=[CH:27][CH:26]=2)=[O:24])[CH2:22][CH2:21][CH2:20][CH2:19]1. (2) Given the product [CH:27](=[C:21]1[CH2:20][CH2:19][C:18]2[C:23](=[CH:24][CH:25]=[C:16]([O:15][CH2:14][CH2:13][C:11]3[N:10]=[CH:9][NH:8][CH:12]=3)[CH:17]=2)[C:22]1=[O:26])[C:28]1[CH:33]=[CH:32][CH:31]=[CH:30][CH:29]=1, predict the reactants needed to synthesize it. The reactants are: C(OC([N:8]1[CH:12]=[C:11]([CH2:13][CH2:14][O:15][C:16]2[CH:25]=[CH:24][C:23]3[C:22](=[O:26])[CH2:21][CH2:20][CH2:19][C:18]=3[CH:17]=2)[N:10]=[CH:9]1)=O)(C)(C)C.[CH:27](=O)[C:28]1[CH:33]=[CH:32][CH:31]=[CH:30][CH:29]=1.